Dataset: Experimentally validated miRNA-target interactions with 360,000+ pairs, plus equal number of negative samples. Task: Binary Classification. Given a miRNA mature sequence and a target amino acid sequence, predict their likelihood of interaction. (1) The miRNA is hsa-miR-93-5p with sequence CAAAGUGCUGUUCGUGCAGGUAG. The protein sequence of the target gene is MLAYCVQDATVVDVEKRRNPSKHYVYIINVTWSDSTSQTIYRRYSKFFDLQMQLLDKFPIEGGQKDPKQRIIPFLPGKILFRRSHIRDVAVKRLKPIDEYCRALVRLPPHISQCDEVFRFFEARPEDVNPPKEDYGSSKRKSVWLSSWAESPKKDVTGADATAEPMILEQYVVVSNYKKQENSELSLQAGEVVDVIEKNESGWWFVSTSEEQGWVPATYLEAQNGTRDDSDINTSKTGEVSKRRKAHLRRLDRRWTLGGMVNRQHSREEKYVTVQPYTSQSKDEIGFEKGVTVEVIRKNL.... Result: 1 (interaction). (2) The miRNA is hsa-miR-3191-5p with sequence CUCUCUGGCCGUCUACCUUCCA. The protein sequence of the target gene is MITFVDSAAKERERESDKCLDPQLWHACAGGMVQMPPVSSKVYYFPQGHAEHAQGHGPVEFPGGRVPALVLCRVAGVRFMADPDTDEVFAKIRLVPVRANEQGYAGDADDGIGAAAAAAAQEEKPASFAKTLTQSDANNGGGFSVPRYCAETIFPRLDYSADPPVQTVLAKDVHGVVWKFRHIYRGTPRRHLLTTGWSTFVNQKKLVAGDSIVFMRTENGDLCVGIRRAKKGGVGGPEFLPPPPPPPPTPAAGGNYGGFSMFLRGDDDGNKMAAAARGKVRARVRPEEVVEAANLAVSGQ.... Result: 0 (no interaction).